From a dataset of Catalyst prediction with 721,799 reactions and 888 catalyst types from USPTO. Predict which catalyst facilitates the given reaction. Reactant: [CH3:1][N:2]1[CH2:7][CH2:6][N:5]([C:8]2[CH:13]=[C:12]([NH2:14])[CH:11]=[CH:10][N:9]=2)[CH2:4][CH2:3]1.[F:15][CH:16]([F:28])[O:17][C:18]1[CH:19]=[C:20]([S:24](Cl)(=[O:26])=[O:25])[CH:21]=[CH:22][CH:23]=1. Product: [F:28][CH:16]([F:15])[O:17][C:18]1[CH:19]=[C:20]([S:24]([NH:14][C:12]2[CH:11]=[CH:10][N:9]=[C:8]([N:5]3[CH2:4][CH2:3][N:2]([CH3:1])[CH2:7][CH2:6]3)[CH:13]=2)(=[O:26])=[O:25])[CH:21]=[CH:22][CH:23]=1. The catalyst class is: 17.